Dataset: NCI-60 drug combinations with 297,098 pairs across 59 cell lines. Task: Regression. Given two drug SMILES strings and cell line genomic features, predict the synergy score measuring deviation from expected non-interaction effect. (1) Drug 1: C1=C(C(=O)NC(=O)N1)F. Drug 2: CCCCCOC(=O)NC1=NC(=O)N(C=C1F)C2C(C(C(O2)C)O)O. Cell line: 786-0. Synergy scores: CSS=33.5, Synergy_ZIP=3.73, Synergy_Bliss=3.49, Synergy_Loewe=-8.13, Synergy_HSA=4.08. (2) Drug 1: CCC1(CC2CC(C3=C(CCN(C2)C1)C4=CC=CC=C4N3)(C5=C(C=C6C(=C5)C78CCN9C7C(C=CC9)(C(C(C8N6C=O)(C(=O)OC)O)OC(=O)C)CC)OC)C(=O)OC)O.OS(=O)(=O)O. Drug 2: CCCCCOC(=O)NC1=NC(=O)N(C=C1F)C2C(C(C(O2)C)O)O. Cell line: SNB-19. Synergy scores: CSS=33.1, Synergy_ZIP=3.05, Synergy_Bliss=3.99, Synergy_Loewe=-31.3, Synergy_HSA=5.02. (3) Drug 1: COC1=NC(=NC2=C1N=CN2C3C(C(C(O3)CO)O)O)N. Drug 2: CCC1(CC2CC(C3=C(CCN(C2)C1)C4=CC=CC=C4N3)(C5=C(C=C6C(=C5)C78CCN9C7C(C=CC9)(C(C(C8N6C)(C(=O)OC)O)OC(=O)C)CC)OC)C(=O)OC)O.OS(=O)(=O)O. Cell line: NCIH23. Synergy scores: CSS=32.0, Synergy_ZIP=1.12, Synergy_Bliss=0.0880, Synergy_Loewe=-0.244, Synergy_HSA=-0.482. (4) Drug 1: COC1=C(C=C2C(=C1)N=CN=C2NC3=CC(=C(C=C3)F)Cl)OCCCN4CCOCC4. Drug 2: CC1CCC2CC(C(=CC=CC=CC(CC(C(=O)C(C(C(=CC(C(=O)CC(OC(=O)C3CCCCN3C(=O)C(=O)C1(O2)O)C(C)CC4CCC(C(C4)OC)OCCO)C)C)O)OC)C)C)C)OC. Cell line: NCIH23. Synergy scores: CSS=25.7, Synergy_ZIP=-9.05, Synergy_Bliss=-1.93, Synergy_Loewe=1.72, Synergy_HSA=2.66. (5) Drug 1: COC1=CC(=CC(=C1O)OC)C2C3C(COC3=O)C(C4=CC5=C(C=C24)OCO5)OC6C(C(C7C(O6)COC(O7)C8=CC=CS8)O)O. Cell line: HOP-62. Synergy scores: CSS=21.5, Synergy_ZIP=6.33, Synergy_Bliss=1.29, Synergy_Loewe=-35.3, Synergy_HSA=2.15. Drug 2: C1CNP(=O)(OC1)N(CCCl)CCCl. (6) Drug 1: C1=CN(C(=O)N=C1N)C2C(C(C(O2)CO)O)O.Cl. Drug 2: C1=CN(C=N1)CC(O)(P(=O)(O)O)P(=O)(O)O. Synergy scores: CSS=40.3, Synergy_ZIP=2.25, Synergy_Bliss=3.51, Synergy_Loewe=-8.39, Synergy_HSA=0.545. Cell line: LOX IMVI.